Task: Predict which catalyst facilitates the given reaction.. Dataset: Catalyst prediction with 721,799 reactions and 888 catalyst types from USPTO (1) Reactant: CC(C)([O-])C.[K+].[Br:7][C:8]1[CH:9]=[CH:10][C:11]([CH3:28])=[C:12]([CH2:14][C:15]([NH:17][C:18]2([C:24]([O:26]C)=O)[CH2:23][CH2:22][CH2:21][CH2:20][CH2:19]2)=[O:16])[CH:13]=1.O.Cl. Product: [Br:7][C:8]1[CH:9]=[CH:10][C:11]([CH3:28])=[C:12]([C:14]2[C:15](=[O:16])[NH:17][C:18]3([CH2:19][CH2:20][CH2:21][CH2:22][CH2:23]3)[C:24]=2[OH:26])[CH:13]=1. The catalyst class is: 9. (2) Reactant: [N+:1]([C:4]1[CH:5]=[CH:6][C:7]2[O:12][CH2:11][CH2:10][NH:9][C:8]=2[CH:13]=1)([O-:3])=[O:2].[Br:14][C:15]1[CH:16]=[C:17]([CH:21]=[C:22]([Br:25])[C:23]=1[OH:24])[C:18](Cl)=[O:19]. Product: [Br:14][C:15]1[CH:16]=[C:17]([C:18]([N:9]2[C:8]3[CH:13]=[C:4]([N+:1]([O-:3])=[O:2])[CH:5]=[CH:6][C:7]=3[O:12][CH2:11][CH2:10]2)=[O:19])[CH:21]=[C:22]([Br:25])[C:23]=1[OH:24]. The catalyst class is: 13. (3) Reactant: [OH:1][C:2]1[CH:10]=[CH:9][C:5]([C:6]([OH:8])=O)=[CH:4][CH:3]=1.[NH2:11][C:12]1[CH:17]=[CH:16][C:15]([OH:18])=[CH:14][CH:13]=1.CCN=C=NCCCN(C)C.Cl. Product: [OH:1][C:2]1[CH:3]=[CH:4][C:5]([C:6]([NH:11][C:12]2[CH:17]=[CH:16][C:15]([OH:18])=[CH:14][CH:13]=2)=[O:8])=[CH:9][CH:10]=1. The catalyst class is: 3. (4) Reactant: Cl[C:2]1[O:3][C:4]2[CH:10]=[CH:9][C:8]([N+:11]([O-:13])=[O:12])=[CH:7][C:5]=2[N:6]=1.C([Sn](CCCC)(CCCC)[C:19]1[S:20][CH:21]=[CH:22][CH:23]=1)CCC.C(OCC)(=O)C. Product: [N+:11]([C:8]1[CH:9]=[CH:10][C:4]2[O:3][C:2]([C:19]3[S:20][CH:21]=[CH:22][CH:23]=3)=[N:6][C:5]=2[CH:7]=1)([O-:13])=[O:12]. The catalyst class is: 77. (5) Reactant: Cl[C:2]1[C:7]([Cl:8])=[CH:6][C:5]([Cl:9])=[C:4]([O:10][CH2:11][CH:12]2[CH2:17][CH2:16][O:15][CH2:14][CH2:13]2)[N:3]=1.[CH2:18]([O:25][C:26]1[C:35]2[C:30](=[CH:31][CH:32]=[CH:33][CH:34]=2)[N:29]=[C:28]([CH2:36][OH:37])[C:27]=1[CH3:38])[C:19]1[CH:24]=[CH:23][CH:22]=[CH:21][CH:20]=1.[H-].[Na+].O. Product: [CH2:18]([O:25][C:26]1[C:35]2[C:30](=[CH:31][CH:32]=[CH:33][CH:34]=2)[N:29]=[C:28]([CH2:36][O:37][C:2]2[C:7]([Cl:8])=[CH:6][C:5]([Cl:9])=[C:4]([O:10][CH2:11][CH:12]3[CH2:17][CH2:16][O:15][CH2:14][CH2:13]3)[N:3]=2)[C:27]=1[CH3:38])[C:19]1[CH:20]=[CH:21][CH:22]=[CH:23][CH:24]=1. The catalyst class is: 3. (6) Reactant: Cl[CH2:2][C:3]1[CH:8]=[CH:7][N:6]=[CH:5][N:4]=1.[C:9]1(=[O:19])[NH:13][C:12](=[O:14])[C:11]2=[CH:15][CH:16]=[CH:17][CH:18]=[C:10]12.[K]. Product: [N:6]1[CH:7]=[CH:8][C:3]([CH2:2][N:13]2[C:9](=[O:19])[C:10]3[C:11](=[CH:15][CH:16]=[CH:17][CH:18]=3)[C:12]2=[O:14])=[N:4][CH:5]=1. The catalyst class is: 9.